The task is: Predict the product of the given reaction.. This data is from Forward reaction prediction with 1.9M reactions from USPTO patents (1976-2016). (1) Given the reactants C([NH:5][S:6]([C:9]1[CH:10]=[CH:11][C:12]([O:35]C)=[C:13]([C:15]2[C:20]([O:21]COCCOC)=[C:19]([CH:28]=O)[CH:18]=[C:17]([CH2:30][C:31]([O:33]C)=[O:32])[CH:16]=2)[CH:14]=1)(=[O:8])=[O:7])(C)(C)C.Cl.[NH2:38][C:39]1[CH:40]=[C:41]([CH:45]=[CH:46][C:47]=1[NH2:48])[C:42]([NH2:44])=[NH:43].C1(=O)C=CC(=O)C=C1.Cl.N1C=CC=CC=1, predict the reaction product. The product is: [C:42]([C:41]1[CH:45]=[CH:46][C:47]2[NH:48][C:28]([C:19]3[CH:18]=[C:17]([CH2:30][C:31]([OH:33])=[O:32])[CH:16]=[C:15]([C:13]4[CH:14]=[C:9]([S:6](=[O:7])(=[O:8])[NH2:5])[CH:10]=[CH:11][C:12]=4[OH:35])[C:20]=3[OH:21])=[N:38][C:39]=2[CH:40]=1)(=[NH:43])[NH2:44]. (2) Given the reactants [CH2:1]([C:8]([NH:28][C:29](=[O:35])[O:30][C:31]([CH3:34])([CH3:33])[CH3:32])([CH3:27])[CH2:9][O:10][CH2:11][C:12]1[CH:17]=[C:16]([N:18]([S:22]([CH3:25])(=[O:24])=[O:23])[CH2:19][CH2:20][CH3:21])[N:15]=[C:14](Cl)[CH:13]=1)[C:2]1[CH:7]=[CH:6][CH:5]=[CH:4][CH:3]=1.[C:36](=[O:39])([O-])[O-:37].[Na+].[Na+], predict the reaction product. The product is: [C:31]([O:30][C:29]([NH:28][C:8]([CH3:27])([CH2:1][C:2]1[CH:7]=[CH:6][CH:5]=[CH:4][CH:3]=1)[CH2:9][O:10][CH2:11][C:12]1[CH:17]=[C:16]([N:18]([S:22]([CH3:25])(=[O:24])=[O:23])[CH2:19][CH2:20][CH3:21])[N:15]=[C:14]([C:36]([O:37][CH2:8][CH2:1][CH2:2][CH3:3])=[O:39])[CH:13]=1)=[O:35])([CH3:34])([CH3:33])[CH3:32].